This data is from Forward reaction prediction with 1.9M reactions from USPTO patents (1976-2016). The task is: Predict the product of the given reaction. (1) Given the reactants [CH:1]([C@H:4]1[NH:9][CH2:8][CH2:7][N:6]2[C:10]3[CH:16]=[C:15]([S:17]([CH3:20])(=[O:19])=[O:18])[C:14]([CH2:21][OH:22])=[CH:13][C:11]=3[N:12]=[C:5]12)([CH3:3])[CH3:2].Cl[C:24]1[N:29]=[C:28]([C:30]([F:33])([F:32])[F:31])[C:27]([C:34]([O:36][CH2:37][CH3:38])=[O:35])=[CH:26][N:25]=1.CCN(C(C)C)C(C)C, predict the reaction product. The product is: [OH:22][CH2:21][C:14]1[C:15]([S:17]([CH3:20])(=[O:19])=[O:18])=[CH:16][C:10]2[N:6]3[CH2:7][CH2:8][N:9]([C:24]4[N:29]=[C:28]([C:30]([F:32])([F:33])[F:31])[C:27]([C:34]([O:36][CH2:37][CH3:38])=[O:35])=[CH:26][N:25]=4)[C@H:4]([CH:1]([CH3:3])[CH3:2])[C:5]3=[N:12][C:11]=2[CH:13]=1. (2) Given the reactants [OH-:1].[K+].Cl[C:4]1[C:13]([CH:14]=[O:15])=[CH:12][C:11]2[C:6](=[CH:7][CH:8]=[CH:9][CH:10]=2)[N:5]=1.O.[CH3:17]O, predict the reaction product. The product is: [CH3:17][O:1][C:4]1[C:13]([CH:14]=[O:15])=[CH:12][C:11]2[C:6](=[CH:7][CH:8]=[CH:9][CH:10]=2)[N:5]=1. (3) The product is: [C:1]([O:5][C:6](=[O:36])[N:7]([C@H:9]([C:31]1[O:32][CH:33]=[CH:34][CH:35]=1)[C@H:10]([CH3:30])[CH2:11][OH:12])[CH3:8])([CH3:2])([CH3:3])[CH3:4]. Given the reactants [C:1]([O:5][C:6](=[O:36])[N:7]([C@H:9]([C:31]1[O:32][CH:33]=[CH:34][CH:35]=1)[C@H:10]([CH3:30])[CH2:11][O:12][Si](C(C)(C)C)(C1C=CC=CC=1)C1C=CC=CC=1)[CH3:8])([CH3:4])([CH3:3])[CH3:2].[F-].C([N+](CCCC)(CCCC)CCCC)CCC.O.CCOC(C)=O, predict the reaction product. (4) Given the reactants [F:1][C:2]1[CH:18]=[C:17]([CH:19]=[CH2:20])[CH:16]=[C:15]([F:21])[C:3]=1[O:4][C:5]1[CH:6]=[N:7][C:8]([C:11]([F:14])([F:13])[F:12])=[N:9][CH:10]=1.B1C2CCCC1CCC2.[OH-:31].[Na+].OO, predict the reaction product. The product is: [F:21][C:15]1[CH:16]=[C:17]([CH2:19][CH2:20][OH:31])[CH:18]=[C:2]([F:1])[C:3]=1[O:4][C:5]1[CH:10]=[N:9][C:8]([C:11]([F:12])([F:13])[F:14])=[N:7][CH:6]=1. (5) Given the reactants [C:1]([O:5][C:6]([N:8]1[CH2:13][CH2:12][N:11]([C:14]2[CH:19]=[CH:18][C:17]([N+:20]([O-:22])=[O:21])=[CH:16][C:15]=2Cl)[CH2:10][CH2:9]1)=[O:7])([CH3:4])([CH3:3])[CH3:2].CC1(C)C(C)(C)OB([C:32]2[CH2:37][C:36]([CH3:39])([CH3:38])[CH2:35][C:34]([CH3:41])([CH3:40])[CH:33]=2)O1.P([O-])([O-])([O-])=O.[K+].[K+].[K+].O, predict the reaction product. The product is: [C:1]([O:5][C:6]([N:8]1[CH2:13][CH2:12][N:11]([C:14]2[CH:19]=[CH:18][C:17]([N+:20]([O-:22])=[O:21])=[CH:16][C:15]=2[C:32]2[CH2:37][C:36]([CH3:39])([CH3:38])[CH2:35][C:34]([CH3:41])([CH3:40])[CH:33]=2)[CH2:10][CH2:9]1)=[O:7])([CH3:4])([CH3:3])[CH3:2]. (6) Given the reactants Cl[C:2]1[N:11]=[CH:10][CH:9]=[C:8]([C:12]#[N:13])[C:3]=1[C:4]([O:6][CH3:7])=[O:5].[CH2:14]([N:16]1[CH:20]=[C:19](B2OC(C)(C)C(C)(C)O2)[CH:18]=[N:17]1)[CH3:15].C([O-])([O-])=O.[Na+].[Na+].O, predict the reaction product. The product is: [C:12]([C:8]1[C:3]([C:4]([O:6][CH3:7])=[O:5])=[C:2]([C:19]2[CH:18]=[N:17][N:16]([CH2:14][CH3:15])[CH:20]=2)[N:11]=[CH:10][CH:9]=1)#[N:13]. (7) Given the reactants [F:1][C:2]1[CH:3]=[N:4][C:5]([O:17][C:18]2[CH:23]=[CH:22][CH:21]=[C:20]([S:24][CH3:25])[CH:19]=2)=[C:6]([CH:16]=1)[C:7]([NH:9][CH:10]1[CH2:15][CH2:14][NH:13][CH2:12][CH2:11]1)=[O:8].ON1C2C=CC=CC=2N=N1.CN1CCOCC1.[C:43](O)(=[O:50])[C:44]1[CH:49]=[CH:48][CH:47]=[CH:46][CH:45]=1.Cl.CN(C)CCCN=C=NCC, predict the reaction product. The product is: [NH3:4].[C:43]([N:13]1[CH2:12][CH2:11][CH:10]([NH:9][C:7](=[O:8])[C:6]2[CH:16]=[C:2]([F:1])[CH:3]=[N:4][C:5]=2[O:17][C:18]2[CH:23]=[CH:22][CH:21]=[C:20]([S:24][CH3:25])[CH:19]=2)[CH2:15][CH2:14]1)(=[O:50])[C:44]1[CH:49]=[CH:48][CH:47]=[CH:46][CH:45]=1. (8) Given the reactants O([BH-](OC(C)=O)OC(C)=O)C(C)=O.[Na+].[O:15]1[CH:19]=[CH:18][C:17]([C:20]2[CH:21]=[C:22]([NH2:26])[CH:23]=[N:24][CH:25]=2)=[CH:16]1.[CH3:27][C:28]1[CH:35]=[CH:34][C:31]([CH:32]=O)=[CH:30][CH:29]=1.C(O)(=O)C, predict the reaction product. The product is: [O:15]1[CH:19]=[CH:18][C:17]([C:20]2[CH:21]=[C:22]([NH:26][CH2:27][C:28]3[CH:35]=[CH:34][C:31]([CH3:32])=[CH:30][CH:29]=3)[CH:23]=[N:24][CH:25]=2)=[CH:16]1.